This data is from Forward reaction prediction with 1.9M reactions from USPTO patents (1976-2016). The task is: Predict the product of the given reaction. (1) Given the reactants [CH:1]([C:4]1[N:8]2[C:9]([C:22]([F:25])([F:24])[F:23])=[CH:10][CH:11]=[C:12]([C:13]([NH:15][C:16]3[N:20]([CH3:21])[N:19]=[N:18][N:17]=3)=O)[C:7]2=[N:6][N:5]=1)([CH3:3])[CH3:2].COC1C=CC(P2(SP(C3C=CC(OC)=CC=3)(=S)S2)=[S:35])=CC=1.Cl, predict the reaction product. The product is: [CH:1]([C:4]1[N:8]2[C:9]([C:22]([F:25])([F:24])[F:23])=[CH:10][CH:11]=[C:12]([C:13](=[S:35])[NH:15][C:16]3[N:20]([CH3:21])[N:19]=[N:18][N:17]=3)[C:7]2=[N:6][N:5]=1)([CH3:3])[CH3:2]. (2) Given the reactants C(=O)([O-])[O-].[K+].[K+].Br[CH2:8][C:9]#[C:10][CH3:11].[Cl:12][C:13]1[C:18]2[NH:19][C:20](=[O:23])[N:21]([CH3:22])[C:17]=2[CH:16]=[CH:15][N:14]=1.C(OCC)(=O)C, predict the reaction product. The product is: [CH2:8]([N:19]1[C:18]2[C:13]([Cl:12])=[N:14][CH:15]=[CH:16][C:17]=2[N:21]([CH3:22])[C:20]1=[O:23])[C:9]#[C:10][CH3:11]. (3) Given the reactants C(OC([N:8]1[CH2:12][C@H:11]([OH:13])[CH2:10][C@@H:9]1[C:14](=[O:19])[NH:15][CH:16]1[CH2:18][CH2:17]1)=O)(C)(C)C.C(O)(C(F)(F)F)=O, predict the reaction product. The product is: [CH:16]1([NH:15][C:14]([C@H:9]2[CH2:10][C@@H:11]([OH:13])[CH2:12][NH:8]2)=[O:19])[CH2:18][CH2:17]1. (4) Given the reactants [NH2:1][C:2]1[N:10]=[CH:9][N:8]=[C:7]2[C:3]=1[N:4]=[CH:5][N:6]2[C@H:11]1[C@@H:15]2[O:16][C:17]([CH3:20])([CH3:19])[O:18][C@@H:14]2[C@@H:13]([CH2:21][N:22]([CH3:27])[CH2:23][CH2:24][CH2:25][NH2:26])[O:12]1.[N:28]([C:31]1[CH:36]=[CH:35][C:34]([CH:37]([CH3:39])[CH3:38])=[CH:33][CH:32]=1)=[C:29]=[O:30], predict the reaction product. The product is: [NH2:1][C:2]1[N:10]=[CH:9][N:8]=[C:7]2[C:3]=1[N:4]=[CH:5][N:6]2[C@H:11]1[C@@H:15]2[O:16][C:17]([CH3:19])([CH3:20])[O:18][C@@H:14]2[C@@H:13]([CH2:21][N:22]([CH3:27])[CH2:23][CH2:24][CH2:25][NH:26][C:29]([NH:28][C:31]2[CH:36]=[CH:35][C:34]([CH:37]([CH3:39])[CH3:38])=[CH:33][CH:32]=2)=[O:30])[O:12]1. (5) The product is: [CH2:35]([N:16]1[C:17]2[CH2:22][CH2:21][N:20]([C:23](=[O:25])[CH3:24])[CH2:19][C:18]=2[C:14]([NH:13][C:9]2[CH:10]=[CH:11][CH:12]=[C:7]([C:5]3[CH:4]=[N:3][N:2]([CH3:1])[CH:6]=3)[CH:8]=2)=[N:15]1)[CH:33]=[CH2:34]. Given the reactants [CH3:1][N:2]1[CH:6]=[C:5]([C:7]2[CH:8]=[C:9]([NH:13][C:14]3[C:18]4[CH2:19][N:20]([C:23](=[O:25])[CH3:24])[CH2:21][CH2:22][C:17]=4[NH:16][N:15]=3)[CH:10]=[CH:11][CH:12]=2)[CH:4]=[N:3]1.C([O-])([O-])=O.[Cs+].[Cs+].Br[CH:33]1[CH2:35][CH2:34]1, predict the reaction product. (6) The product is: [NH2:9][C:10]1[S:11][C:2]([C:3]([O:4][CH2:5][CH3:6])=[O:8])=[C:13]([CH2:14][OH:15])[N:12]=1. Given the reactants Cl[CH:2]1[C:6](=O)[CH2:5][O:4][C:3]1=[O:8].[NH2:9][C:10]([NH2:12])=[S:11].[CH3:13][CH2:14][OH:15], predict the reaction product.